This data is from NCI-60 drug combinations with 297,098 pairs across 59 cell lines. The task is: Regression. Given two drug SMILES strings and cell line genomic features, predict the synergy score measuring deviation from expected non-interaction effect. (1) Drug 1: C1=CC=C(C=C1)NC(=O)CCCCCCC(=O)NO. Drug 2: CCN(CC)CCCC(C)NC1=C2C=C(C=CC2=NC3=C1C=CC(=C3)Cl)OC. Cell line: OVCAR-4. Synergy scores: CSS=17.5, Synergy_ZIP=-4.07, Synergy_Bliss=0.269, Synergy_Loewe=-1.05, Synergy_HSA=1.74. (2) Drug 1: CC12CCC(CC1=CCC3C2CCC4(C3CC=C4C5=CN=CC=C5)C)O. Drug 2: C1=C(C(=O)NC(=O)N1)F. Cell line: HOP-92. Synergy scores: CSS=18.1, Synergy_ZIP=-0.593, Synergy_Bliss=-1.23, Synergy_Loewe=-1.23, Synergy_HSA=0.120. (3) Drug 1: C1CCC(C1)C(CC#N)N2C=C(C=N2)C3=C4C=CNC4=NC=N3. Drug 2: CC1=C(C=C(C=C1)NC2=NC=CC(=N2)N(C)C3=CC4=NN(C(=C4C=C3)C)C)S(=O)(=O)N.Cl. Cell line: LOX IMVI. Synergy scores: CSS=6.21, Synergy_ZIP=-3.61, Synergy_Bliss=-3.74, Synergy_Loewe=-1.54, Synergy_HSA=-0.721. (4) Drug 1: CCC1=CC2CC(C3=C(CN(C2)C1)C4=CC=CC=C4N3)(C5=C(C=C6C(=C5)C78CCN9C7C(C=CC9)(C(C(C8N6C)(C(=O)OC)O)OC(=O)C)CC)OC)C(=O)OC.C(C(C(=O)O)O)(C(=O)O)O. Drug 2: CC1CCCC2(C(O2)CC(NC(=O)CC(C(C(=O)C(C1O)C)(C)C)O)C(=CC3=CSC(=N3)C)C)C. Cell line: OVCAR-4. Synergy scores: CSS=21.4, Synergy_ZIP=-5.87, Synergy_Bliss=-0.466, Synergy_Loewe=-0.00248, Synergy_HSA=-0.798. (5) Drug 1: CN(C)N=NC1=C(NC=N1)C(=O)N. Drug 2: CN(C(=O)NC(C=O)C(C(C(CO)O)O)O)N=O. Cell line: SF-268. Synergy scores: CSS=-2.12, Synergy_ZIP=0.768, Synergy_Bliss=-3.38, Synergy_Loewe=-9.58, Synergy_HSA=-8.67. (6) Drug 1: CS(=O)(=O)C1=CC(=C(C=C1)C(=O)NC2=CC(=C(C=C2)Cl)C3=CC=CC=N3)Cl. Drug 2: C1CN1P(=S)(N2CC2)N3CC3. Cell line: OVCAR3. Synergy scores: CSS=0.651, Synergy_ZIP=-1.90, Synergy_Bliss=-2.46, Synergy_Loewe=-4.45, Synergy_HSA=-4.08.